This data is from Experimentally validated miRNA-target interactions with 360,000+ pairs, plus equal number of negative samples. The task is: Binary Classification. Given a miRNA mature sequence and a target amino acid sequence, predict their likelihood of interaction. (1) The miRNA is hsa-miR-6794-3p with sequence CUCACUCUCAGUCCCUCCCU. The protein sequence of the target gene is MWNMLIVAMCLALLGCLQAQELQGHVSIILLGATGDLAKKYLWQGLFQLYLDEAGRGHSFSFHGAALTAPKQGQELMAKALESLSCPKDMAPSHCAEHKDQFLQLSQYRQLKTAEDYQALNKDIEAQLQHAGLREAGRIFYFSVPPFAYEDIARNINSSCRPGPGAWLRVVLEKPFGHDHFSAQQLATELGTFFQEEEMYRVDHYLGKQAVAQILPFRDQNRKALDGLWNRHHVERVEIIMKETVDAEGRTSFYEEYGVIRDVLQNHLTEVLTLVAMELPHNVSSAEAVLRHKLQVFQAL.... Result: 1 (interaction). (2) The miRNA is dre-miR-142a-3p with sequence UGUAGUGUUUCCUACUUUAUGGA. The protein sequence of the target gene is MAQYKGAASEAGRAMHLMKKREKQREQMEQMKQRIAEENIMKSNIDKKFSAHYDAVEAELKSSTVGLVTLNDMKAKQEALVKEREKQLAKKEQSKELQMKLEKLREKERKKEAKRKISSLSFTLEEEEEGGEEEEEAAMYEEEMEREEITTKKRKLGKNPDVDTSFLPDRDREEEENRLREELRQEWEAKQEKIKSEEIEITFSYWDGSGHRRTVKMRKGNTMQQFLQKALEILRKDFSELRSAGVEQLMYIKEDLIIPHHHSFYDFIVTKARGKSGPLFNFDVHDDVRLLSDATVEKDE.... Result: 0 (no interaction). (3) The miRNA is hsa-miR-4744 with sequence UCUAAAGACUAGACUUCGCUAUG. The protein sequence of the target gene is MAAACGPGAAGYCLLLGLHLFLLTAGPALGWNDPDRMLLRDVKALTLHYDRYTTSRRLDPIPQLKCVGGTAGCDSYTPKVIQCQNKGWDGYDVQWECKTDLDIAYKFGKTVVSCEGYESSEDQYVLRGSCGLEYNLDYTELGLQKLKESGKQHGFASFSDYYYKWSSADSCNMSGLITIVVLLGIAFVVYKLFLSDGQYSPPPYSEYPPFSHRYQRFTNSAGPPPPGFKSEFTGPQNTGHGATSGFGSAFTGQQGYENSGPGFWTGLGTGGILGYLFGSNRAATPFSDSWYYPSYPPSYP.... Result: 1 (interaction). (4) The miRNA is hsa-miR-508-5p with sequence UACUCCAGAGGGCGUCACUCAUG. The protein sequence of the target gene is MEEERGSALAAESALEKNVAELTVMDVYDIASLVGHEFERVIDQHGCEAIARLMPKVVRVLEILEVLVSRHHVAPELDELRLELDRLRLERMDRIEKERKHQKELELVEDVWRGEAQDLLSQIAQLQEENKQLMTNLSHKDVNFSEEEFQKHEGMSERERQVMKKLKEVVDKQRDEIRAKDRELGLKNEDVEALQQQQTRLMKINHDLRHRVTVVEAQGKALIEQKVELEADLQTKEQEMGSLRAELGKLRERLQGEHSQNGEEEPETEPVGEESISDAEKVAMDLKDPNRPRFTLQELR.... Result: 1 (interaction).